The task is: Predict the reaction yield, written as a fraction of the theoretical maximum amount of product (1.0 means a 100% yield; for example, 0.34 means a 34% yield).. This data is from Reaction yield outcomes from USPTO patents with 853,638 reactions. The reactants are Br[C:2]1[S:6][C:5]([CH2:7][N:8]([CH2:21][C:22]([F:25])([F:24])[F:23])[C:9]2[CH:16]=[CH:15][C:12]([C:13]#[N:14])=[C:11]([C:17]([F:20])([F:19])[F:18])[CH:10]=2)=[CH:4][CH:3]=1.[C:26]([Cu])#[N:27]. The catalyst is CN(C=O)C. The product is [C:13]([C:12]1[CH:15]=[CH:16][C:9]([N:8]([CH2:7][C:5]2[S:6][C:2]([C:26]#[N:27])=[CH:3][CH:4]=2)[CH2:21][C:22]([F:25])([F:24])[F:23])=[CH:10][C:11]=1[C:17]([F:20])([F:19])[F:18])#[N:14]. The yield is 0.660.